This data is from Catalyst prediction with 721,799 reactions and 888 catalyst types from USPTO. The task is: Predict which catalyst facilitates the given reaction. (1) Reactant: [OH:1][CH:2]1[CH2:7][CH2:6][CH2:5][CH:4]([NH:8]C(=O)OC(C)(C)C)[CH2:3]1.[C:16](O)(C(F)(F)F)=O. Product: [NH2:8][CH:4]1[CH2:5][CH2:6][CH2:7][C:2]([CH3:16])([OH:1])[CH2:3]1. The catalyst class is: 2. (2) Reactant: Br[C:2]1[CH:11]=[CH:10][C:5]([O:6][CH2:7][C:8]#[N:9])=[C:4]([F:12])[CH:3]=1.[CH:13]1([CH:18]([OH:21])[CH:19]=[CH2:20])[CH2:17][CH2:16][CH2:15][CH2:14]1.C(=O)(O)[O-].[Na+]. Product: [CH:13]1([C:18](=[O:21])[CH2:19][CH2:20][C:2]2[CH:11]=[CH:10][C:5]([O:6][CH2:7][C:8]#[N:9])=[C:4]([F:12])[CH:3]=2)[CH2:17][CH2:16][CH2:15][CH2:14]1. The catalyst class is: 60. (3) Reactant: [CH3:1][O:2][C:3]1[CH:8]=[CH:7][C:6]([C:9]2[C:18]([C:19]3[CH:24]=[CH:23][C:22]([O:25][CH3:26])=[CH:21][CH:20]=3)=[N:17][C:16]3[C:11](=[CH:12][CH:13]=[C:14]([C:27]#[N:28])[CH:15]=3)[N:10]=2)=[CH:5][CH:4]=1.[N-:29]=[N+:30]=[N-:31].[Na+]. Product: [CH3:1][O:2][C:3]1[CH:4]=[CH:5][C:6]([C:9]2[C:18]([C:19]3[CH:24]=[CH:23][C:22]([O:25][CH3:26])=[CH:21][CH:20]=3)=[N:17][C:16]3[C:11](=[CH:12][CH:13]=[C:14]([C:27]4[NH:31][N:30]=[N:29][N:28]=4)[CH:15]=3)[N:10]=2)=[CH:7][CH:8]=1. The catalyst class is: 9. (4) Reactant: [C:1]([C:5]1[CH:10]=[CH:9][C:8]([C:11]2[CH:12]=[CH:13][CH:14]=[C:15]3[C:19]=2[C:18](=O)[CH:17]([CH2:21][CH:22]2[CH2:27][CH2:26][CH2:25][CH2:24][CH2:23]2)[CH2:16]3)=[CH:7][CH:6]=1)([CH3:4])([CH3:3])[CH3:2].[BH4-].[Na+].CO.S(=O)(=O)(O)O. Product: [C:1]([C:5]1[CH:10]=[CH:9][C:8]([C:11]2[CH:12]=[CH:13][CH:14]=[C:15]3[C:19]=2[CH2:18][C:17]([CH2:21][CH:22]2[CH2:23][CH2:24][CH2:25][CH2:26][CH2:27]2)=[CH:16]3)=[CH:7][CH:6]=1)([CH3:4])([CH3:2])[CH3:3]. The catalyst class is: 93. (5) Reactant: [CH3:1][C:2]1[CH:3]=[C:4]2[CH:10]=[N:9][NH:8][C:5]2=[CH:6][N:7]=1.[Br:11]Br.[OH-].[Na+]. Product: [Br:11][C:10]1[C:4]2[C:5](=[CH:6][N:7]=[C:2]([CH3:1])[CH:3]=2)[NH:8][N:9]=1. The catalyst class is: 6.